This data is from Full USPTO retrosynthesis dataset with 1.9M reactions from patents (1976-2016). The task is: Predict the reactants needed to synthesize the given product. (1) Given the product [ClH:3].[CH3:14][O:15][C:16](=[O:22])[CH:17]([NH2:18])[CH:19]([Cl:13])[CH3:21], predict the reactants needed to synthesize it. The reactants are: S(Cl)([Cl:3])=O.N[C@H](C(O)=O)[C@@H](C)O.[ClH:13].[CH3:14][O:15][C:16](=[O:22])[C@H:17]([C@@H:19]([CH3:21])O)[NH2:18]. (2) Given the product [Cl:43][C:40]1[CH:41]=[C:42]2[C:37](=[C:38]([Cl:44])[CH:39]=1)[CH2:36][N:35]([CH3:45])[CH2:34][CH:33]2[C:29]1[CH:28]=[C:27]([S:24]([NH:23][CH2:22][CH2:21][O:20][CH2:19][CH2:18][O:17][CH2:16][CH2:15][O:14][CH2:13][CH2:12][NH:11][C:3](=[O:5])[C@@H:2]([OH:1])[C@H:6]([OH:10])[C:7]([NH:11][CH2:12][CH2:13][O:14][CH2:15][CH2:16][O:17][CH2:18][CH2:19][O:20][CH2:21][CH2:22][NH:23][S:24]([C:27]2[CH:32]=[CH:31][CH:30]=[C:29]([CH:33]3[C:42]4[C:37](=[C:38]([Cl:44])[CH:39]=[C:40]([Cl:43])[CH:41]=4)[CH2:36][N:35]([CH3:45])[CH2:34]3)[CH:28]=2)(=[O:26])=[O:25])=[O:9])(=[O:26])=[O:25])[CH:32]=[CH:31][CH:30]=1, predict the reactants needed to synthesize it. The reactants are: [OH:1][C@@H:2]([C@H:6]([OH:10])[C:7]([OH:9])=O)[C:3]([OH:5])=O.[NH2:11][CH2:12][CH2:13][O:14][CH2:15][CH2:16][O:17][CH2:18][CH2:19][O:20][CH2:21][CH2:22][NH:23][S:24]([C:27]1[CH:32]=[CH:31][CH:30]=[C:29]([CH:33]2[C:42]3[C:37](=[C:38]([Cl:44])[CH:39]=[C:40]([Cl:43])[CH:41]=3)[CH2:36][N:35]([CH3:45])[CH2:34]2)[CH:28]=1)(=[O:26])=[O:25]. (3) The reactants are: [CH3:1][O:2][C:3]1[C:8]2[N:9]=[C:10]([C:12]3([CH3:17])[O:16][CH2:15][CH2:14][O:13]3)[O:11][C:7]=2[CH:6]=[CH:5][CH:4]=1.[Br:18]N1C(=O)CCC1=O. Given the product [Br:18][C:6]1[C:7]2[O:11][C:10]([C:12]3([CH3:17])[O:16][CH2:15][CH2:14][O:13]3)=[N:9][C:8]=2[C:3]([O:2][CH3:1])=[CH:4][CH:5]=1, predict the reactants needed to synthesize it. (4) Given the product [C:1]1([N:11]2[C:15]([S:16][CH2:17][C:18]([OH:20])=[O:19])=[N:14][N:13]=[N:12]2)[C:10]2[C:5](=[CH:6][CH:7]=[CH:8][CH:9]=2)[CH:4]=[CH:3][CH:2]=1, predict the reactants needed to synthesize it. The reactants are: [C:1]1([N:11]2[C:15]([S:16][CH2:17][C:18]([O:20]CC)=[O:19])=[N:14][N:13]=[N:12]2)[C:10]2[C:5](=[CH:6][CH:7]=[CH:8][CH:9]=2)[CH:4]=[CH:3][CH:2]=1.[OH-].[Na+].